From a dataset of Full USPTO retrosynthesis dataset with 1.9M reactions from patents (1976-2016). Predict the reactants needed to synthesize the given product. Given the product [Cl:9][C:4]1[CH:5]=[C:6]([Cl:8])[N:7]=[C:2]([NH:17][C:16]2[CH:18]=[CH:19][C:13]([O:12][C:11]([F:10])([F:20])[F:21])=[CH:14][CH:15]=2)[N:3]=1, predict the reactants needed to synthesize it. The reactants are: Cl[C:2]1[N:7]=[C:6]([Cl:8])[CH:5]=[C:4]([Cl:9])[N:3]=1.[F:10][C:11]([F:21])([F:20])[O:12][C:13]1[CH:19]=[CH:18][C:16]([NH2:17])=[CH:15][CH:14]=1.C(N(CC)CC)C.